Dataset: Full USPTO retrosynthesis dataset with 1.9M reactions from patents (1976-2016). Task: Predict the reactants needed to synthesize the given product. (1) Given the product [C:1]1([C:19]2[CH:20]=[CH:21][CH:22]=[CH:23][CH:24]=2)[CH:6]=[CH:5][C:4]([C:7]2[NH:11][C:10]3[CH:12]=[CH:13][CH:14]=[C:15]([C:16]#[N:18])[C:9]=3[N:8]=2)=[CH:3][CH:2]=1, predict the reactants needed to synthesize it. The reactants are: [C:1]1([C:19]2[CH:24]=[CH:23][CH:22]=[CH:21][CH:20]=2)[CH:6]=[CH:5][C:4]([C:7]2[NH:11][C:10]3[CH:12]=[CH:13][CH:14]=[C:15]([C:16]([NH2:18])=O)[C:9]=3[N:8]=2)=[CH:3][CH:2]=1.N1C=CN=C1.P(Cl)(Cl)(Cl)=O. (2) Given the product [OH:23][CH2:24][CH2:25][O:26][C:27]1[CH:34]=[CH:33][CH:32]=[CH:31][C:28]=1[CH2:29][NH:1][C:2]1[CH:7]=[CH:6][C:5]([O:8][CH2:9][C:10]#[CH:11])=[CH:4][C:3]=1[C:12]([C:14]1[CH:15]=[CH:16][C:17]([CH:20]([CH3:22])[CH3:21])=[CH:18][CH:19]=1)=[O:13], predict the reactants needed to synthesize it. The reactants are: [NH2:1][C:2]1[CH:7]=[CH:6][C:5]([O:8][CH2:9][C:10]#[CH:11])=[CH:4][C:3]=1[C:12]([C:14]1[CH:19]=[CH:18][C:17]([CH:20]([CH3:22])[CH3:21])=[CH:16][CH:15]=1)=[O:13].[OH:23][CH2:24][CH2:25][O:26][C:27]1[CH:34]=[CH:33][CH:32]=[CH:31][C:28]=1[CH:29]=O.C(O[BH-](OC(=O)C)OC(=O)C)(=O)C.[Na+]. (3) Given the product [C:15]([S:18]([N:20]=[C:2]1[CH2:5][CH:4]([NH:6][C:7](=[O:13])[O:8][C:9]([CH3:12])([CH3:11])[CH3:10])[CH2:3]1)=[O:19])([CH3:17])([CH3:16])[CH3:14], predict the reactants needed to synthesize it. The reactants are: O=[C:2]1[CH2:5][CH:4]([NH:6][C:7](=[O:13])[O:8][C:9]([CH3:12])([CH3:11])[CH3:10])[CH2:3]1.[CH3:14][C:15]([S:18]([NH2:20])=[O:19])([CH3:17])[CH3:16]. (4) Given the product [Br:1][C:2]1[CH:22]=[CH:21][C:5]([CH2:6][N:7]2[C:16](=[O:17])[C:15]3[C:10](=[CH:11][CH:12]=[C:13]([C:40]#[C:39][CH2:38][C:32]4[CH:37]=[CH:36][CH:35]=[CH:34][CH:33]=4)[CH:14]=3)[N:9]([CH3:19])[C:8]2=[O:20])=[CH:4][CH:3]=1, predict the reactants needed to synthesize it. The reactants are: [Br:1][C:2]1[CH:22]=[CH:21][C:5]([CH2:6][N:7]2[C:16](=[O:17])[C:15]3[C:10](=[CH:11][CH:12]=[C:13](I)[CH:14]=3)[N:9]([CH3:19])[C:8]2=[O:20])=[CH:4][CH:3]=1.C(N(C(C)C)CC)(C)C.[C:32]1([CH2:38][C:39]#[CH:40])[CH:37]=[CH:36][CH:35]=[CH:34][CH:33]=1.O. (5) Given the product [C:12]([O:11][C:9]([N:30]1[C@H:29]([C:34]([OH:36])=[O:35])[CH2:28][C:27]2[C:32](=[CH:33][C:24]([OH:23])=[CH:25][CH:26]=2)[CH2:31]1)=[O:10])([CH3:13])([CH3:14])[CH3:15], predict the reactants needed to synthesize it. The reactants are: [C:9](O[C:9]([O:11][C:12]([CH3:15])([CH3:14])[CH3:13])=[O:10])([O:11][C:12]([CH3:15])([CH3:14])[CH3:13])=[O:10].C(N(CC)CC)C.[OH:23][C:24]1[CH:33]=[C:32]2[C:27]([CH2:28][C@@H:29]([C:34]([OH:36])=[O:35])[NH:30][CH2:31]2)=[CH:26][CH:25]=1. (6) Given the product [CH:37]1([NH:40][C:30](=[O:31])[C:29]2[CH:33]=[CH:34][CH:35]=[CH:36][C:28]=2[S:27][CH2:26][C:16]2[C:17]3[CH2:18][CH2:19][CH2:20][C:21](=[O:25])[C:22]=3[CH:23]=[CH:24][C:15]=2[O:14][C@@H:7]([C:8]2[CH:9]=[CH:10][CH:11]=[CH:12][CH:13]=2)[CH2:6][N:1]2[CH:5]=[CH:4][N:3]=[CH:2]2)[CH2:39][CH2:38]1, predict the reactants needed to synthesize it. The reactants are: [N:1]1([CH2:6][C@@H:7]([O:14][C:15]2[CH:24]=[CH:23][C:22]3[C:21](=[O:25])[CH2:20][CH2:19][CH2:18][C:17]=3[C:16]=2[CH2:26][S:27][C:28]2[CH:36]=[CH:35][CH:34]=[CH:33][C:29]=2[C:30](O)=[O:31])[C:8]2[CH:13]=[CH:12][CH:11]=[CH:10][CH:9]=2)[CH:5]=[CH:4][N:3]=[CH:2]1.[CH:37]1([NH2:40])[CH2:39][CH2:38]1.